This data is from Catalyst prediction with 721,799 reactions and 888 catalyst types from USPTO. The task is: Predict which catalyst facilitates the given reaction. (1) Reactant: C[C:2]([CH3:5])([O-])[CH3:3].[K+].[C:7]([O:11][C:12]([N:14]1[C:18](=[O:19])[CH2:17][CH2:16][C@H:15]1[CH2:20][C:21]1[CH:26]=[CH:25][C:24]([C:27]2[CH:32]=[CH:31][CH:30]=[CH:29][CH:28]=2)=[CH:23][CH:22]=1)=[O:13])([CH3:10])([CH3:9])[CH3:8].[Cl-].[Li+]. Product: [C:7]([O:11][C:12]([N:14]1[C@H:15]([CH2:20][C:21]2[CH:22]=[CH:23][C:24]([C:27]3[CH:28]=[CH:29][CH:30]=[CH:31][CH:32]=3)=[CH:25][CH:26]=2)[CH2:16]/[C:17](=[CH:12]\[N:14]([CH:15]([CH3:20])[CH3:16])[CH:2]([CH3:5])[CH3:3])/[C:18]1=[O:19])=[O:13])([CH3:10])([CH3:8])[CH3:9]. The catalyst class is: 7. (2) Reactant: [F:1]C(F)(F)C(O)=O.[OH:8][C:9]1[N:10]=[C:11]2[N:16]([C@H](C3C=CC(OC)=CC=3)C)[CH2:15][CH2:14][C@H:13]([C:27]([F:30])([F:29])[F:28])[N:12]2[C:31](=[O:33])[CH:32]=1.[OH-].[Na+]. Product: [OH:8][C:9]1[N:10]=[C:11]2[NH:16][CH2:15][CH2:14][C@H:13]([C:27]([F:30])([F:29])[F:28])[N:12]2[C:31](=[O:33])[C:32]=1[F:1]. The catalyst class is: 98. (3) Reactant: [N+:1]([C:4]1[CH:5]=[C:6]([OH:10])[CH:7]=[CH:8][CH:9]=1)([O-:3])=[O:2].O[CH2:12][CH2:13][O:14][CH2:15][CH2:16][NH:17][C:18](=[O:24])[O:19][C:20]([CH3:23])([CH3:22])[CH3:21].C1(P(C2C=CC=CC=2)C2C=CC=CC=2)C=CC=CC=1.N(/C(OC(C)C)=O)=N\C(OC(C)C)=O. Product: [N+:1]([C:4]1[CH:5]=[C:6]([CH:7]=[CH:8][CH:9]=1)[O:10][CH2:12][CH2:13][O:14][CH2:15][CH2:16][NH:17][C:18](=[O:24])[O:19][C:20]([CH3:23])([CH3:22])[CH3:21])([O-:3])=[O:2]. The catalyst class is: 1. (4) Reactant: [Cl:1][C:2]1[CH:3]=[C:4]([CH2:9][CH2:10][C:11]([CH:13]2[CH2:17][CH2:16][CH2:15][CH2:14]2)=[O:12])[CH:5]=[CH:6][C:7]=1[OH:8].CN(C=O)C.CC#N.C([O-])([O-])=O.[K+].[K+].Br[CH2:33][CH:34]1[CH2:36][CH2:35]1. Product: [Cl:1][C:2]1[CH:3]=[C:4]([CH2:9][CH2:10][C:11]([CH:13]2[CH2:17][CH2:16][CH2:15][CH2:14]2)=[O:12])[CH:5]=[CH:6][C:7]=1[O:8][CH2:33][CH:34]1[CH2:36][CH2:35]1. The catalyst class is: 3. (5) Product: [NH2:26][C:17]1[CH:18]=[C:19]([C:22]([F:25])([F:23])[F:24])[CH:20]=[CH:21][C:16]=1[N:12]1[CH2:13][CH2:14][CH2:15][C@H:10]([N:2]([CH3:1])[C:3](=[O:9])[O:4][C:5]([CH3:6])([CH3:7])[CH3:8])[CH2:11]1. The catalyst class is: 43. Reactant: [CH3:1][N:2]([C@H:10]1[CH2:15][CH2:14][CH2:13][N:12]([C:16]2[CH:21]=[CH:20][C:19]([C:22]([F:25])([F:24])[F:23])=[CH:18][C:17]=2[N+:26]([O-])=O)[CH2:11]1)[C:3](=[O:9])[O:4][C:5]([CH3:8])([CH3:7])[CH3:6]. (6) Reactant: [C:1](Cl)(=[O:8])[C:2]1[CH:7]=[CH:6][CH:5]=[N:4][CH:3]=1.[C:10]1([OH:16])[CH:15]=[CH:14][CH:13]=[CH:12][CH:11]=1.C(N(CC)CC)C.N1C=CC=CC=1. Product: [C:1]([O:16][C:10]1[CH:15]=[CH:14][CH:13]=[CH:12][CH:11]=1)(=[O:8])[C:2]1[CH:7]=[CH:6][CH:5]=[N:4][CH:3]=1. The catalyst class is: 7. (7) Reactant: [I:1][C:2]1[CH:10]=[CH:9][C:8]([N+:11]([O-:13])=[O:12])=[CH:7][C:3]=1[C:4](O)=[O:5].CCN(CC)CC.ClC(OCC)=O.[BH4-].[Na+]. Product: [I:1][C:2]1[CH:10]=[CH:9][C:8]([N+:11]([O-:13])=[O:12])=[CH:7][C:3]=1[CH2:4][OH:5]. The catalyst class is: 20. (8) Reactant: [H-].[Na+].[OH:3][C:4]1[CH:5]=[C:6]([CH2:11][C:12]([O:14][CH3:15])=[O:13])[CH:7]=[C:8]([OH:10])[CH:9]=1.[CH2:16](Cl)[C:17]1[CH:22]=[CH:21][CH:20]=[CH:19][CH:18]=1. Product: [CH2:16]([O:3][C:4]1[CH:5]=[C:6]([CH2:11][C:12]([O:14][CH3:15])=[O:13])[CH:7]=[C:8]([OH:10])[CH:9]=1)[C:17]1[CH:22]=[CH:21][CH:20]=[CH:19][CH:18]=1. The catalyst class is: 3. (9) Reactant: [Cl:1][C:2]1[N:7]=[C:6](Cl)[C:5]([CH3:9])=[CH:4][N:3]=1.[O:10]([CH3:12])[Na]. Product: [Cl:1][C:2]1[N:7]=[C:6]([O:10][CH3:12])[C:5]([CH3:9])=[CH:4][N:3]=1. The catalyst class is: 24. (10) Product: [C:1]([NH:5][S:6]([CH2:9][CH2:10][C:11]1[CH:16]=[CH:15][C:14]([NH:17][C:66]([C:55]2[N:56]([CH2:58][O:59][CH2:60][CH2:61][Si:62]([CH3:65])([CH3:64])[CH3:63])[CH:57]=[C:53]([C:51]#[N:52])[N:54]=2)=[O:67])=[C:13]([C:18]2[CH2:23][CH2:22][C:21]([CH3:25])([CH3:24])[CH2:20][CH:19]=2)[CH:12]=1)(=[O:8])=[O:7])([CH3:4])([CH3:2])[CH3:3]. Reactant: [C:1]([NH:5][S:6]([CH2:9][CH2:10][C:11]1[CH:16]=[CH:15][C:14]([NH2:17])=[C:13]([C:18]2[CH2:23][CH2:22][C:21]([CH3:25])([CH3:24])[CH2:20][CH:19]=2)[CH:12]=1)(=[O:8])=[O:7])([CH3:4])([CH3:3])[CH3:2].C1CN([P+](Br)(N2CCCC2)N2CCCC2)CC1.F[P-](F)(F)(F)(F)F.[K+].[C:51]([C:53]1[N:54]=[C:55]([C:66]([O-])=[O:67])[N:56]([CH2:58][O:59][CH2:60][CH2:61][Si:62]([CH3:65])([CH3:64])[CH3:63])[CH:57]=1)#[N:52].CCN(C(C)C)C(C)C. The catalyst class is: 2.